Predict which catalyst facilitates the given reaction. From a dataset of Catalyst prediction with 721,799 reactions and 888 catalyst types from USPTO. Reactant: [C:1]([O:5][C:6]([NH:8][CH2:9][CH2:10][N:11]1[CH:15]=[C:14]([CH2:16][C@@H:17]2[C@H:20]([N:21]([CH2:32][C:33]3[CH:38]=[CH:37][C:36]([O:39][CH3:40])=[CH:35][CH:34]=3)[C:22](=[O:31])[O:23][CH2:24][C:25]3[CH:30]=[CH:29][CH:28]=[CH:27][CH:26]=3)[C:19](=[O:41])[N:18]2CC2C=CC(OC)=CC=2OC)[N:13]=[N:12]1)=[O:7])([CH3:4])([CH3:3])[CH3:2].CC#N.S(OOS([O-])(=O)=O)([O-])(=O)=O.[K+].[K+].P([O-])([O-])([O-])=O.[K+].[K+].[K+]. Product: [C:1]([O:5][C:6]([NH:8][CH2:9][CH2:10][N:11]1[CH:15]=[C:14]([CH2:16][C@@H:17]2[C@H:20]([N:21]([CH2:32][C:33]3[CH:34]=[CH:35][C:36]([O:39][CH3:40])=[CH:37][CH:38]=3)[C:22](=[O:31])[O:23][CH2:24][C:25]3[CH:26]=[CH:27][CH:28]=[CH:29][CH:30]=3)[C:19](=[O:41])[NH:18]2)[N:13]=[N:12]1)=[O:7])([CH3:3])([CH3:4])[CH3:2]. The catalyst class is: 6.